From a dataset of Rat liver microsome stability data. Regression/Classification. Given a drug SMILES string, predict its absorption, distribution, metabolism, or excretion properties. Task type varies by dataset: regression for continuous measurements (e.g., permeability, clearance, half-life) or binary classification for categorical outcomes (e.g., BBB penetration, CYP inhibition). Dataset: rlm. (1) The compound is Nc1nc2c(s1)C(c1cccc(F)c1F)CC(=O)N2. The result is 0 (unstable in rat liver microsomes). (2) The compound is CCOC(=O)c1ccc(NC(=O)N2Cc3[nH]cnc3C[C@H]2c2nc(C(C)C)no2)cc1. The result is 1 (stable in rat liver microsomes). (3) The drug is O=C(Oc1cccc(N2CCS(=O)(=O)CC2)c1)N1CCN(Cc2cccc(-c3ccccc3)c2)CC1. The result is 1 (stable in rat liver microsomes). (4) The compound is CC(=O)c1c(C)[nH]c(C(=O)Nc2ccc(C)c(S(=O)(=O)N3CCCCCC3)c2)c1C. The result is 1 (stable in rat liver microsomes). (5) The compound is CC1=Nc2cc(C(=O)NC3CCCC3)ccc2Sc2ccc(C)cc21. The result is 1 (stable in rat liver microsomes).